Predict which catalyst facilitates the given reaction. From a dataset of Catalyst prediction with 721,799 reactions and 888 catalyst types from USPTO. (1) Reactant: [CH:1]1([C:7]2[C:8]3[CH:9]=[CH:10][C:11]([C:31]([O:33]C)=[O:32])=[CH:12][C:13]=3[N:14]3[CH2:21][CH2:20][N:19]([CH2:22][CH2:23][N:24]([CH3:26])[CH3:25])[CH2:18][C:17]4[CH:27]=[CH:28][CH:29]=[CH:30][C:16]=4[C:15]=23)[CH2:6][CH2:5][CH2:4][CH2:3][CH2:2]1.[OH-].[Na+]. Product: [CH:1]1([C:7]2[C:8]3[CH:9]=[CH:10][C:11]([C:31]([OH:33])=[O:32])=[CH:12][C:13]=3[N:14]3[CH2:21][CH2:20][N:19]([CH2:22][CH2:23][N:24]([CH3:26])[CH3:25])[CH2:18][C:17]4[CH:27]=[CH:28][CH:29]=[CH:30][C:16]=4[C:15]=23)[CH2:6][CH2:5][CH2:4][CH2:3][CH2:2]1. The catalyst class is: 5. (2) Reactant: [Cl:1][C:2]1[C:3]2[CH:18]=[CH:17][NH:16][C:4]=2[N:5]=[C:6]([S:8][C:9]2[CH:14]=[CH:13][C:12]([F:15])=[CH:11][CH:10]=2)[N:7]=1.[H-].[Na+].[I-].[Na+].Br[CH2:24][CH2:25][OH:26]. Product: [Cl:1][C:2]1[C:3]2[CH:18]=[CH:17][N:16]([CH2:24][CH2:25][OH:26])[C:4]=2[N:5]=[C:6]([S:8][C:9]2[CH:10]=[CH:11][C:12]([F:15])=[CH:13][CH:14]=2)[N:7]=1. The catalyst class is: 3. (3) Reactant: [Br:1][C:2]1[C:3]([C:36](=[O:46])[N:37]([CH2:42][CH2:43][CH2:44][CH3:45])[CH2:38][CH2:39][CH2:40][CH3:41])=[N:4][N:5]([C:8]2[CH:23]=[CH:22][C:11]([C:12]([O:14]CC3C=CC=CC=3)=[O:13])=[CH:10][C:9]=2[C:24]([N:26]2[CH2:35][CH2:34][C:33]3[C:28](=[CH:29][CH:30]=[CH:31][CH:32]=3)[CH2:27]2)=[O:25])[C:6]=1[CH3:7].[OH-].[Na+].Cl. Product: [Br:1][C:2]1[C:3]([C:36](=[O:46])[N:37]([CH2:42][CH2:43][CH2:44][CH3:45])[CH2:38][CH2:39][CH2:40][CH3:41])=[N:4][N:5]([C:8]2[CH:23]=[CH:22][C:11]([C:12]([OH:14])=[O:13])=[CH:10][C:9]=2[C:24]([N:26]2[CH2:35][CH2:34][C:33]3[C:28](=[CH:29][CH:30]=[CH:31][CH:32]=3)[CH2:27]2)=[O:25])[C:6]=1[CH3:7]. The catalyst class is: 1.